From a dataset of Full USPTO retrosynthesis dataset with 1.9M reactions from patents (1976-2016). Predict the reactants needed to synthesize the given product. (1) Given the product [CH3:1][C:2]1[CH:3]=[C:4]([CH:5]=[CH:6][C:7]=1[O:8][C:9]1[CH:10]=[CH:11][CH:12]=[CH:13][CH:14]=1)[NH2:15], predict the reactants needed to synthesize it. The reactants are: [CH3:1][C:2]1[CH:3]=[C:4]([N+:15]([O-])=O)[CH:5]=[CH:6][C:7]=1[O:8][C:9]1[CH:14]=[CH:13][CH:12]=[CH:11][CH:10]=1.C(OCC)(=O)C. (2) Given the product [N:37]1([C:34]2[CH:35]=[CH:36][C:31]([CH2:30][C:11]3[C:2]([Cl:1])=[CH:3][C:4]([OH:21])=[C:5]([CH:10]=3)[C:6]([O:8][CH3:9])=[O:7])=[CH:32][CH:33]=2)[CH:41]=[CH:40][CH:39]=[N:38]1, predict the reactants needed to synthesize it. The reactants are: [Cl:1][C:2]1[C:11](B2OC(C)(C)C(C)(C)O2)=[CH:10][C:5]([C:6]([O:8][CH3:9])=[O:7])=[C:4]([OH:21])[CH:3]=1.C1(C)C=CC=CC=1.Br[CH2:30][C:31]1[CH:36]=[CH:35][C:34]([N:37]2[CH:41]=[CH:40][CH:39]=[N:38]2)=[CH:33][CH:32]=1.P([O-])([O-])([O-])=O.[K+].[K+].[K+]. (3) Given the product [ClH:51].[NH2:27][C@H:28]1[C@@H:33]([F:34])[CH2:32][CH2:31][N:30]([C:3]2[C:2]([Br:1])=[CH:7][N:6]=[C:5]3[NH:8][CH:9]=[C:10]([NH:11][C:12](=[O:16])[CH:13]([CH3:15])[CH3:14])[C:4]=23)[CH2:29]1, predict the reactants needed to synthesize it. The reactants are: [Br:1][C:2]1[C:3](F)=[C:4]2[C:10]([NH:11][C:12](=[O:16])[CH:13]([CH3:15])[CH3:14])=[CH:9][NH:8][C:5]2=[N:6][CH:7]=1.C(OC(=O)[NH:27][C@H:28]1[C@@H:33]([F:34])[CH2:32][CH2:31][NH:30][CH2:29]1)C1C=CC=CC=1.CCN(C(C)C)C(C)C.[Si](I)(C)(C)C.C(Cl)[Cl:51]. (4) Given the product [Cl:1][C:2]1[C:11]([B:13]2[O:17][C:16]([CH3:19])([CH3:18])[C:15]([CH3:21])([CH3:20])[O:14]2)=[CH:10][CH:9]=[C:8]2[C:3]=1[CH2:4][CH2:5][CH2:6][O:7]2, predict the reactants needed to synthesize it. The reactants are: [Cl:1][C:2]1[CH:11]=[CH:10][CH:9]=[C:8]2[C:3]=1[CH:4](I)[CH2:5][CH2:6][O:7]2.[B:13]1([B:13]2[O:17][C:16]([CH3:19])([CH3:18])[C:15]([CH3:21])([CH3:20])[O:14]2)[O:17][C:16]([CH3:19])([CH3:18])[C:15]([CH3:21])([CH3:20])[O:14]1.C([O-])(=O)C.[K+]. (5) Given the product [CH3:23][S:20]([C:16]1[CH:15]=[C:14]([N:9]2[CH:10]=[CH:11][C:12](=[O:13])[C:7]([C:5]3[N:25]([C:27]4[CH:35]=[CH:34][CH:33]=[CH:32][C:28]=4[C:29]([OH:31])=[O:30])[N:2]=[CH:3][CH:4]=3)=[N:8]2)[CH:19]=[CH:18][CH:17]=1)(=[O:22])=[O:21], predict the reactants needed to synthesize it. The reactants are: C[N:2](C)/[CH:3]=[CH:4]/[C:5]([C:7]1[C:12](=[O:13])[CH:11]=[CH:10][N:9]([C:14]2[CH:19]=[CH:18][CH:17]=[C:16]([S:20]([CH3:23])(=[O:22])=[O:21])[CH:15]=2)[N:8]=1)=O.[NH:25]([C:27]1[CH:35]=[CH:34][CH:33]=[CH:32][C:28]=1[C:29]([OH:31])=[O:30])N.